Dataset: Reaction yield outcomes from USPTO patents with 853,638 reactions. Task: Predict the reaction yield, written as a fraction of the theoretical maximum amount of product (1.0 means a 100% yield; for example, 0.34 means a 34% yield). (1) The reactants are [CH3:1][N:2]([C:4](=[Se:11])[C:5]1[CH:10]=[CH:9][CH:8]=[CH:7][CH:6]=1)[NH2:3].[CH3:12][NH:13][N:14]=[C:15]([C:19]([OH:21])=O)[C:16](O)=[O:17].[CH2:22](Cl)[CH2:23]Cl. The catalyst is C(Cl)Cl. The product is [CH3:1][N:2]([C:4]([C:23]1[CH:22]=[CH:7][CH:6]=[CH:5][CH:10]=1)=[Se:11])[NH:3][C:16](=[O:17])[C:15](=[N:14][NH:13][CH3:12])[C:19]([NH:3][N:2]([CH3:1])[C:4]([C:5]1[CH:6]=[CH:7][CH:8]=[CH:9][CH:10]=1)=[Se:11])=[O:21]. The yield is 0.615. (2) The reactants are Br[C:2]1[CH:3]=[CH:4][C:5]2[O:14][C:13]3[CH2:12][CH2:11][N:10]([C:15]([O:17][C:18]([CH3:21])([CH3:20])[CH3:19])=[O:16])[CH2:9][C:8]=3[C:6]=2[CH:7]=1.[F:22][C:23]1[CH:24]=[C:25]([S:30]([O-:32])=[O:31])[CH:26]=[C:27]([F:29])[CH:28]=1.[Na+]. No catalyst specified. The product is [F:29][C:27]1[CH:26]=[C:25]([S:30]([C:2]2[CH:3]=[CH:4][C:5]3[O:14][C:13]4[CH2:12][CH2:11][N:10]([C:15]([O:17][C:18]([CH3:21])([CH3:20])[CH3:19])=[O:16])[CH2:9][C:8]=4[C:6]=3[CH:7]=2)(=[O:31])=[O:32])[CH:24]=[C:23]([F:22])[CH:28]=1. The yield is 0.500.